This data is from Forward reaction prediction with 1.9M reactions from USPTO patents (1976-2016). The task is: Predict the product of the given reaction. (1) Given the reactants [Cl:1][C:2]1[CH:7]=[C:6]([Cl:8])[CH:5]=[CH:4][C:3]=1[N:9]1[C:13]([C:14]2[CH:19]=[CH:18][C:17]([OH:20])=[CH:16][CH:15]=2)=[C:12]([CH3:21])[C:11]([C:22]([NH:24][C:25]2[CH:30]=[CH:29][C:28]([CH3:31])=[CH:27][N:26]=2)=[O:23])=[N:10]1.C(N(CC)CC)C.[F:39][C:40]([F:48])([F:47])[CH2:41][CH2:42][S:43](Cl)(=[O:45])=[O:44], predict the reaction product. The product is: [F:39][C:40]([F:48])([F:47])[CH2:41][CH2:42][S:43]([O:20][C:17]1[CH:16]=[CH:15][C:14]([C:13]2[N:9]([C:3]3[CH:4]=[CH:5][C:6]([Cl:8])=[CH:7][C:2]=3[Cl:1])[N:10]=[C:11]([C:22]([NH:24][C:25]3[CH:30]=[CH:29][C:28]([CH3:31])=[CH:27][N:26]=3)=[O:23])[C:12]=2[CH3:21])=[CH:19][CH:18]=1)(=[O:45])=[O:44]. (2) Given the reactants [CH3:1][C:2]1[C:11]2[C:6](=[CH:7][CH:8]=[CH:9][C:10]=2[CH3:12])[CH:5]=[CH:4][CH:3]=1.[Br:13]N1C(=O)CCC1=O, predict the reaction product. The product is: [Br:13][CH2:1][C:2]1[C:11]2[C:6](=[CH:7][CH:8]=[CH:9][C:10]=2[CH3:12])[CH:5]=[CH:4][CH:3]=1. (3) Given the reactants Cl[C:2]1[CH:7]=[C:6]([Cl:8])[N:5]=[C:4]([C:9]2[CH:10]=[C:11]([CH:20]=[CH:21][CH:22]=2)[O:12][CH2:13][C:14]([NH:16][CH:17]([CH3:19])[CH3:18])=[O:15])[N:3]=1.CCN(C(C)C)C(C)C.[NH:32]1[C:40]2[C:35](=[CH:36][C:37]([NH2:41])=[CH:38][CH:39]=2)[CH:34]=[N:33]1, predict the reaction product. The product is: [NH:32]1[C:40]2[C:35](=[CH:36][C:37]([NH:41][C:2]3[CH:7]=[C:6]([Cl:8])[N:5]=[C:4]([C:9]4[CH:10]=[C:11]([CH:20]=[CH:21][CH:22]=4)[O:12][CH2:13][C:14]([NH:16][CH:17]([CH3:19])[CH3:18])=[O:15])[N:3]=3)=[CH:38][CH:39]=2)[CH:34]=[N:33]1.